Dataset: Catalyst prediction with 721,799 reactions and 888 catalyst types from USPTO. Task: Predict which catalyst facilitates the given reaction. (1) The catalyst class is: 4. Reactant: [C:1](=[O:12])([O:7][C:8]([CH3:11])([CH3:10])[CH3:9])OC(C)(C)C.[C:13]([C:15]1[CH:21]=[CH:20][C:18]([NH2:19])=[CH:17][CH:16]=1)#[N:14].CN(C1C=CC=CN=1)C. Product: [C:13]([C:15]1[CH:21]=[CH:20][C:18]([NH:19][C:1](=[O:12])[O:7][C:8]([CH3:9])([CH3:10])[CH3:11])=[CH:17][CH:16]=1)#[N:14]. (2) Reactant: [ClH:1].C(OC([N:9]1[CH2:22][CH:21]2[CH2:23][CH2:24][CH:11]([C:12]3[CH:13]=[C:14]4[C:18](=[CH:19][C:20]=32)[N:17]=[C:16]([CH3:25])[N:15]4[CH2:26][CH3:27])[CH2:10]1)=O)(C)(C)C. Product: [ClH:1].[CH3:25][C:16]1[N:15]([CH2:26][CH3:27])[C:14]2[C:18](=[CH:19][C:20]3[CH:21]4[CH2:23][CH2:24][CH:11]([C:12]=3[CH:13]=2)[CH2:10][NH:9][CH2:22]4)[N:17]=1. The catalyst class is: 258. (3) Reactant: N#N.[CH2:3]([C:5]1[CH:10]=[CH:9][C:8]([CH2:11][CH:12]([NH:23]C(=O)OC(C)(C)C)[C:13]2[NH:17][C:16]3[CH:18]=[CH:19][C:20]([F:22])=[CH:21][C:15]=3[N:14]=2)=[CH:7][CH:6]=1)[CH3:4].Cl. Product: [CH2:3]([C:5]1[CH:6]=[CH:7][C:8]([CH2:11][CH:12]([C:13]2[NH:17][C:16]3[CH:18]=[CH:19][C:20]([F:22])=[CH:21][C:15]=3[N:14]=2)[NH2:23])=[CH:9][CH:10]=1)[CH3:4]. The catalyst class is: 135. (4) Reactant: Cl[C:2]([O:4][CH2:5][CH:6]([CH3:8])[CH3:7])=[O:3].[CH3:9][O:10][CH:11]1[C:15]([CH3:17])([CH3:16])[O:14][C:13](=[O:18])[N:12]1[CH2:19][C:20]1[CH:25]=[CH:24][CH:23]=[CH:22][C:21]=1[NH:26][S:27]([C:30]([F:33])([F:32])[F:31])(=[O:29])=[O:28].C(=O)(O)[O-].[Na+].C(#N)C. The catalyst class is: 6. Product: [CH2:5]([O:4][C:2]([N:26]([C:21]1[CH:22]=[CH:23][CH:24]=[CH:25][C:20]=1[CH2:19][N:12]1[CH:11]([O:10][CH3:9])[C:15]([CH3:17])([CH3:16])[O:14][C:13]1=[O:18])[S:27]([C:30]([F:31])([F:32])[F:33])(=[O:28])=[O:29])=[O:3])[CH:6]([CH3:8])[CH3:7]. (5) Reactant: [F:1][C:2]1[CH:3]=[CH:4][CH:5]=[C:6]2[C:11]=1[N:10]=[CH:9][C:8]([OH:12])=[CH:7]2.[F:13][C:14]1[CH:19]=[CH:18][CH:17]=[C:16](F)[C:15]=1[I:21].C(=O)([O-])[O-].[K+].[K+]. Product: [F:1][C:2]1[CH:3]=[CH:4][CH:5]=[C:6]2[C:11]=1[N:10]=[CH:9][C:8]([O:12][C:16]1[CH:17]=[CH:18][CH:19]=[C:14]([F:13])[C:15]=1[I:21])=[CH:7]2. The catalyst class is: 60.